Dataset: Full USPTO retrosynthesis dataset with 1.9M reactions from patents (1976-2016). Task: Predict the reactants needed to synthesize the given product. Given the product [ClH:12].[Cl:13][C:3]1[C:2]([NH:1][S:24]([CH3:23])(=[O:26])=[O:25])=[CH:11][C:10]([Cl:12])=[CH:9][C:4]=1[C:5]([OH:7])=[O:6], predict the reactants needed to synthesize it. The reactants are: [NH2:1][C:2]1[C:3]([Cl:13])=[C:4]([CH:9]=[C:10]([Cl:12])[CH:11]=1)[C:5]([O:7]C)=[O:6].CCN(C(C)C)C(C)C.[CH3:23][S:24](Cl)(=[O:26])=[O:25].